Regression. Given two drug SMILES strings and cell line genomic features, predict the synergy score measuring deviation from expected non-interaction effect. From a dataset of NCI-60 drug combinations with 297,098 pairs across 59 cell lines. (1) Drug 1: CC1=C(N=C(N=C1N)C(CC(=O)N)NCC(C(=O)N)N)C(=O)NC(C(C2=CN=CN2)OC3C(C(C(C(O3)CO)O)O)OC4C(C(C(C(O4)CO)O)OC(=O)N)O)C(=O)NC(C)C(C(C)C(=O)NC(C(C)O)C(=O)NCCC5=NC(=CS5)C6=NC(=CS6)C(=O)NCCC[S+](C)C)O. Drug 2: C1CNP(=O)(OC1)N(CCCl)CCCl. Cell line: HOP-92. Synergy scores: CSS=22.7, Synergy_ZIP=1.81, Synergy_Bliss=1.66, Synergy_Loewe=-20.0, Synergy_HSA=0.0809. (2) Drug 1: C1=C(C(=O)NC(=O)N1)N(CCCl)CCCl. Drug 2: CC=C1C(=O)NC(C(=O)OC2CC(=O)NC(C(=O)NC(CSSCCC=C2)C(=O)N1)C(C)C)C(C)C. Cell line: MALME-3M. Synergy scores: CSS=74.7, Synergy_ZIP=11.8, Synergy_Bliss=13.1, Synergy_Loewe=-11.0, Synergy_HSA=16.3. (3) Drug 1: C1CC(C1)(C(=O)O)C(=O)O.[NH2-].[NH2-].[Pt+2]. Drug 2: CN1C2=C(C=C(C=C2)N(CCCl)CCCl)N=C1CCCC(=O)O.Cl. Cell line: IGROV1. Synergy scores: CSS=13.3, Synergy_ZIP=-3.96, Synergy_Bliss=-0.601, Synergy_Loewe=-6.82, Synergy_HSA=-0.461. (4) Drug 1: CC1=C(C(=CC=C1)Cl)NC(=O)C2=CN=C(S2)NC3=CC(=NC(=N3)C)N4CCN(CC4)CCO. Drug 2: CCN(CC)CCNC(=O)C1=C(NC(=C1C)C=C2C3=C(C=CC(=C3)F)NC2=O)C. Cell line: T-47D. Synergy scores: CSS=-4.33, Synergy_ZIP=2.02, Synergy_Bliss=0.175, Synergy_Loewe=-1.24, Synergy_HSA=-4.70. (5) Drug 1: C1=CN(C(=O)N=C1N)C2C(C(C(O2)CO)O)O.Cl. Drug 2: CC1=C(N=C(N=C1N)C(CC(=O)N)NCC(C(=O)N)N)C(=O)NC(C(C2=CN=CN2)OC3C(C(C(C(O3)CO)O)O)OC4C(C(C(C(O4)CO)O)OC(=O)N)O)C(=O)NC(C)C(C(C)C(=O)NC(C(C)O)C(=O)NCCC5=NC(=CS5)C6=NC(=CS6)C(=O)NCCC[S+](C)C)O. Cell line: MDA-MB-435. Synergy scores: CSS=26.6, Synergy_ZIP=-9.73, Synergy_Bliss=-3.00, Synergy_Loewe=-3.74, Synergy_HSA=-0.868. (6) Drug 1: CC1=CC=C(C=C1)C2=CC(=NN2C3=CC=C(C=C3)S(=O)(=O)N)C(F)(F)F. Drug 2: CC1C(C(CC(O1)OC2CC(CC3=C2C(=C4C(=C3O)C(=O)C5=CC=CC=C5C4=O)O)(C(=O)C)O)N)O. Cell line: UACC62. Synergy scores: CSS=65.7, Synergy_ZIP=-4.70, Synergy_Bliss=-2.58, Synergy_Loewe=-16.2, Synergy_HSA=1.32.